From a dataset of Forward reaction prediction with 1.9M reactions from USPTO patents (1976-2016). Predict the product of the given reaction. (1) Given the reactants Br[CH:2]([C:20]1[CH:25]=[CH:24][N:23]=[C:22]([S:26][CH3:27])[N:21]=1)[C:3]([C:5]1[C:6]([F:19])=[C:7]([NH:12][C:13](=[O:18])[C:14]([CH3:17])([CH3:16])[CH3:15])[CH:8]=[C:9]([Cl:11])[CH:10]=1)=O.[CH:28]1([C:31]([NH2:33])=[O:32])[CH2:30][CH2:29]1, predict the reaction product. The product is: [Cl:11][C:9]1[CH:10]=[C:5]([C:3]2[N:33]=[C:31]([CH:28]3[CH2:30][CH2:29]3)[O:32][C:2]=2[C:20]2[CH:25]=[CH:24][N:23]=[C:22]([S:26][CH3:27])[N:21]=2)[C:6]([F:19])=[C:7]([NH:12][C:13](=[O:18])[C:14]([CH3:17])([CH3:16])[CH3:15])[CH:8]=1. (2) Given the reactants C([O:3][C:4](=O)[NH:5][C:6](=[O:31])[C:7]([C:29]#[N:30])=[N:8][NH:9][C:10]1[CH:15]=[C:14]([Cl:16])[C:13]([S:17][C:18]2[CH:23]=[C:22]([CH:24]([CH3:26])[CH3:25])[C:21](=[O:27])[NH:20][N:19]=2)=[C:12]([Cl:28])[CH:11]=1)C.C([O-])(=O)C.[Na+], predict the reaction product. The product is: [Cl:28][C:12]1[CH:11]=[C:10]([N:9]2[C:4](=[O:3])[NH:5][C:6](=[O:31])[C:7]([C:29]#[N:30])=[N:8]2)[CH:15]=[C:14]([Cl:16])[C:13]=1[S:17][C:18]1[CH:23]=[C:22]([CH:24]([CH3:26])[CH3:25])[C:21](=[O:27])[NH:20][N:19]=1. (3) Given the reactants [NH2:1][C:2]1[N:7]=[C:6]([C:8]2[CH:13]=[C:12]([Br:14])[CH:11]=[CH:10][C:9]=2[OH:15])[CH:5]=[C:4]([NH:16][C:17]2[CH:22]=[CH:21][C:20]([Cl:23])=[CH:19][CH:18]=2)[N:3]=1.[CH3:24][O:25][C:26]1[CH:33]=[CH:32][C:29]([CH2:30]Cl)=[CH:28][CH:27]=1, predict the reaction product. The product is: [Br:14][C:12]1[CH:11]=[CH:10][C:9]([O:15][CH2:30][C:29]2[CH:32]=[CH:33][C:26]([O:25][CH3:24])=[CH:27][CH:28]=2)=[C:8]([C:6]2[N:7]=[C:2]([NH2:1])[N:3]=[C:4]([NH:16][C:17]3[CH:22]=[CH:21][C:20]([Cl:23])=[CH:19][CH:18]=3)[CH:5]=2)[CH:13]=1. (4) Given the reactants [Br:1][C:2]1[CH:7]=[C:6]([N+:8]([O-])=O)[CH:5]=[C:4]([Br:11])[N+:3]=1[O-].CCOCC.CCCCCC, predict the reaction product. The product is: [Br:1][C:2]1[CH:7]=[C:6]([NH2:8])[CH:5]=[C:4]([Br:11])[N:3]=1. (5) Given the reactants [CH2:1]([O:3][C:4]([C:6]1[NH:7][C:8]2[C:13]([CH:14]=1)=[CH:12][C:11](Br)=[CH:10][CH:9]=2)=[O:5])[CH3:2].[CH:16]([N:18]1[CH2:23][CH2:22][CH2:21][CH2:20][C:19]1=[O:24])=[CH2:17], predict the reaction product. The product is: [CH2:1]([O:3][C:4]([C:6]1[NH:7][C:8]2[C:13]([CH:14]=1)=[CH:12][C:11]([C:16]([N:18]1[CH2:23][CH2:22][CH2:21][CH2:20][C:19]1=[O:24])=[CH2:17])=[CH:10][CH:9]=2)=[O:5])[CH3:2]. (6) Given the reactants [F:1][C:2]1[CH:3]=[C:4]([NH:28][C:29](=[O:31])[CH3:30])[CH:5]=[CH:6][C:7]=1[O:8][C:9]1[CH:14]=[CH:13][N:12]=[C:11]2[N:15]([S:18]([C:21]3[CH:26]=[CH:25][C:24]([CH3:27])=[CH:23][CH:22]=3)(=[O:20])=[O:19])[CH:16]=[CH:17][C:10]=12.[Br:32]Br.S([O-])([O-])(=O)=S.[Na+].[Na+], predict the reaction product. The product is: [Br:32][C:17]1[C:10]2[C:11](=[N:12][CH:13]=[CH:14][C:9]=2[O:8][C:7]2[CH:6]=[CH:5][C:4]([NH:28][C:29](=[O:31])[CH3:30])=[CH:3][C:2]=2[F:1])[N:15]([S:18]([C:21]2[CH:26]=[CH:25][C:24]([CH3:27])=[CH:23][CH:22]=2)(=[O:19])=[O:20])[CH:16]=1. (7) The product is: [CH:9](=[N:8]/[CH2:7][CH:4]1[CH2:5][CH2:6][NH:1][CH2:2][CH2:3]1)\[C:10]1[CH:15]=[CH:14][CH:13]=[CH:12][CH:11]=1. Given the reactants [NH:1]1[CH2:6][CH2:5][CH:4]([CH2:7][NH2:8])[CH2:3][CH2:2]1.[CH:9](=O)[C:10]1[CH:15]=[CH:14][CH:13]=[CH:12][CH:11]=1, predict the reaction product. (8) Given the reactants C([O:8][C:9]1[CH:18]=[C:17]2[C:12]([C:13]([O:19][C:20]3[CH:25]=[CH:24][C:23]([N:26]([C:35]4[CH:40]=[CH:39][C:38]([F:41])=[CH:37][CH:36]=4)[C:27]([C:29]4([C:32]([NH2:34])=[O:33])[CH2:31][CH2:30]4)=[O:28])=[CH:22][C:21]=3[F:42])=[CH:14][CH:15]=[N:16]2)=[CH:11][CH:10]=1)C1C=CC=CC=1, predict the reaction product. The product is: [F:42][C:21]1[CH:22]=[C:23]([N:26]([C:35]2[CH:36]=[CH:37][C:38]([F:41])=[CH:39][CH:40]=2)[C:27]([C:29]2([C:32]([NH2:34])=[O:33])[CH2:31][CH2:30]2)=[O:28])[CH:24]=[CH:25][C:20]=1[O:19][C:13]1[C:12]2[C:17](=[CH:18][C:9]([OH:8])=[CH:10][CH:11]=2)[N:16]=[CH:15][CH:14]=1.